This data is from Forward reaction prediction with 1.9M reactions from USPTO patents (1976-2016). The task is: Predict the product of the given reaction. (1) Given the reactants C([Li])CCC.[Br:6][C:7]1[N:16]=[C:10]2[CH:11]=[CH:12][CH:13]=[C:14](Br)[N:9]2[N:8]=1.CON(C)[C:20]([CH:22]1[CH2:27][CH2:26][O:25][CH2:24][CH2:23]1)=[O:21], predict the reaction product. The product is: [Br:6][C:7]1[N:16]=[C:10]2[CH:11]=[CH:12][CH:13]=[C:14]([C:20]([CH:22]3[CH2:27][CH2:26][O:25][CH2:24][CH2:23]3)=[O:21])[N:9]2[N:8]=1. (2) Given the reactants [CH2:1]([N:7]1[C:16]2[C:11](=[CH:12][CH:13]=[CH:14][CH:15]=2)[C:10]([OH:17])=[C:9]([C:18]([NH:20][C:21]2[CH:33]=[CH:32][C:24]([C:25]([O:27]C(C)(C)C)=[O:26])=[CH:23][CH:22]=2)=[O:19])[C:8]1=[O:34])[CH2:2][CH2:3][CH2:4][CH2:5][CH3:6].FC(F)(F)C(O)=O, predict the reaction product. The product is: [CH2:1]([N:7]1[C:16]2[C:11](=[CH:12][CH:13]=[CH:14][CH:15]=2)[C:10]([OH:17])=[C:9]([C:18]([NH:20][C:21]2[CH:33]=[CH:32][C:24]([C:25]([OH:27])=[O:26])=[CH:23][CH:22]=2)=[O:19])[C:8]1=[O:34])[CH2:2][CH2:3][CH2:4][CH2:5][CH3:6]. (3) Given the reactants F[C:2]1[CH:7]=[C:6]([F:8])[CH:5]=[CH:4][C:3]=1[C:9]1[N:14]=[CH:13][N:12]=[C:11]([NH:15][C:16]2[CH:21]=[CH:20][CH:19]=[C:18]([CH2:22][S:23]([CH3:26])(=[O:25])=[O:24])[CH:17]=2)[N:10]=1.[F:27][C:28]1[CH:36]=[CH:35][C:31]([C@H:32]([OH:34])[CH3:33])=[CH:30][CH:29]=1, predict the reaction product. The product is: [F:8][C:6]1[CH:5]=[CH:4][C:3]([C:9]2[N:14]=[CH:13][N:12]=[C:11]([NH:15][C:16]3[CH:21]=[CH:20][CH:19]=[C:18]([CH2:22][S:23]([CH3:26])(=[O:25])=[O:24])[CH:17]=3)[N:10]=2)=[C:2]([O:34][C@@H:32]([C:31]2[CH:35]=[CH:36][C:28]([F:27])=[CH:29][CH:30]=2)[CH3:33])[CH:7]=1. (4) Given the reactants [ClH:1].[CH3:2][N:3]([CH:11]([CH3:13])[CH3:12])[C:4]1[CH:9]=[CH:8][C:7]([NH2:10])=[CH:6][CH:5]=1.Cl.Cl.[CH2:16]([O:20][C:21]1[CH:26]=[CH:25][C:24]([NH2:27])=[CH:23][C:22]=1[NH2:28])[CH2:17][CH2:18][CH3:19].N.OO.[CH2:32](O)C, predict the reaction product. The product is: [ClH:1].[CH2:16]([O:20][C:21]1[C:22](=[NH:28])[CH:23]=[C:24]([NH2:27])[CH:25]([NH:10][C:7]2[CH:8]=[CH:9][C:4]([N:3]([CH2:2][CH3:32])[CH:11]([CH3:13])[CH3:12])=[CH:5][CH:6]=2)[CH:26]=1)[CH2:17][CH2:18][CH3:19].